Predict the reactants needed to synthesize the given product. From a dataset of Full USPTO retrosynthesis dataset with 1.9M reactions from patents (1976-2016). (1) Given the product [CH3:15][O:14][C:13]1[C:8]([O:4][CH2:1][C:2]#[CH:3])=[N:9][CH:10]=[N:11][CH:12]=1, predict the reactants needed to synthesize it. The reactants are: [CH2:1]([OH:4])[C:2]#[CH:3].[H-].[Na+].Cl[C:8]1[C:13]([O:14][CH3:15])=[CH:12][N:11]=[CH:10][N:9]=1.C(OCC)(=O)C. (2) Given the product [Br:1][C:2]1[CH:7]=[CH:6][CH:5]=[C:4]([F:8])[C:3]=1[N:9]1[CH2:18][C:17]2[C:12](=[N:13][C:14]([NH:25][C:26]3[CH:27]=[CH:28][C:29]4[O:34][CH2:33][CH2:32][S:31](=[O:36])(=[O:35])[C:30]=4[CH:37]=3)=[N:15][CH:16]=2)[N:11]([CH3:23])[C:10]1=[O:24], predict the reactants needed to synthesize it. The reactants are: [Br:1][C:2]1[CH:7]=[CH:6][CH:5]=[C:4]([F:8])[C:3]=1[N:9]1[CH2:18][C:17]2[C:12](=[N:13][C:14](S(C)(=O)=O)=[N:15][CH:16]=2)[N:11]([CH3:23])[C:10]1=[O:24].[NH2:25][C:26]1[CH:27]=[CH:28][C:29]2[O:34][CH2:33][CH2:32][S:31](=[O:36])(=[O:35])[C:30]=2[CH:37]=1.Cl. (3) Given the product [O:47]1[CH:51]=[CH:50][CH:49]=[C:48]1[C:52]([NH:46][C:42]1[CH:43]=[CH:44][CH:45]=[C:40]([C:9]2[C:10]3[C:15](=[CH:14][CH:13]=[C:12]([C:16]4[N:20]=[CH:19][N:18]([C:21]([C:28]5[CH:33]=[CH:32][CH:31]=[CH:30][CH:29]=5)([C:22]5[CH:27]=[CH:26][CH:25]=[CH:24][CH:23]=5)[C:34]5[CH:35]=[CH:36][CH:37]=[CH:38][CH:39]=5)[N:17]=4)[CH:11]=3)[N:7]([CH:2]3[CH2:3][CH2:4][CH2:5][CH2:6][O:1]3)[N:8]=2)[CH:41]=1)=[O:53], predict the reactants needed to synthesize it. The reactants are: [O:1]1[CH2:6][CH2:5][CH2:4][CH2:3][CH:2]1[N:7]1[C:15]2[C:10](=[CH:11][C:12]([C:16]3[N:20]=[CH:19][N:18]([C:21]([C:34]4[CH:39]=[CH:38][CH:37]=[CH:36][CH:35]=4)([C:28]4[CH:33]=[CH:32][CH:31]=[CH:30][CH:29]=4)[C:22]4[CH:27]=[CH:26][CH:25]=[CH:24][CH:23]=4)[N:17]=3)=[CH:13][CH:14]=2)[C:9]([C:40]2[CH:41]=[C:42]([NH2:46])[CH:43]=[CH:44][CH:45]=2)=[N:8]1.[O:47]1[CH:51]=[CH:50][CH:49]=[C:48]1[C:52](Cl)=[O:53].C(N(CC)CC)C. (4) Given the product [CH3:12][C:11]1[CH:10]=[C:4]([C:5]([O:7][CH2:8][CH3:9])=[O:6])[N:24]([C:17]2[C:16]([Cl:15])=[CH:21][C:20]([Cl:22])=[CH:19][C:18]=2[Cl:23])[N:25]=1, predict the reactants needed to synthesize it. The reactants are: CON=[C:4]([CH2:10][C:11](=O)[CH3:12])[C:5]([O:7][CH2:8][CH3:9])=[O:6].Cl.[Cl:15][C:16]1[CH:21]=[C:20]([Cl:22])[CH:19]=[C:18]([Cl:23])[C:17]=1[NH:24][NH2:25]. (5) Given the product [OH:41][C@H:40]([CH2:44][OH:43])[CH2:39][N:17]1[CH:16]=[CH:15][C:14]2[N:13]([CH3:30])[C:12](=[O:31])[CH:11]=[C:10]([NH:9][C:3]3[CH:4]=[CH:5][C:6]([I:8])=[CH:7][C:2]=3[F:1])[C:19]=2[C:18]1=[O:20], predict the reactants needed to synthesize it. The reactants are: [F:1][C:2]1[CH:7]=[C:6]([I:8])[CH:5]=[CH:4][C:3]=1[NH:9][C:10]1[C:19]2[C:18](=[O:20])[N:17](CC3C=CC(OC)=CC=3)[CH:16]=[CH:15][C:14]=2[N:13]([CH3:30])[C:12](=[O:31])[CH:11]=1.C([O-])([O-])=O.[Cs+].[Cs+].Cl[CH2:39][C@H:40]1[CH2:44][O:43]C(C)(C)[O:41]1.Cl. (6) Given the product [Cl:1][C:2]1[CH:7]=[CH:6][C:5]([C:8]2[C:14]3[CH:15]=[CH:16][CH:17]=[CH:18][C:13]=3[N:12]3[C:19]([CH3:22])=[N:20][N:21]=[C:11]3[CH:10]([CH2:23][C:24]([N:71]3[CH2:72][C:69]4([S:66](=[O:73])(=[O:65])[CH2:67][CH2:68]4)[CH2:70]3)=[O:26])[CH:9]=2)=[CH:4][CH:3]=1, predict the reactants needed to synthesize it. The reactants are: [Cl:1][C:2]1[CH:7]=[CH:6][C:5]([C:8]2[C:14]3[CH:15]=[CH:16][CH:17]=[CH:18][C:13]=3[N:12]3[C:19]([CH3:22])=[N:20][N:21]=[C:11]3[CH:10]([CH2:23][C:24]([OH:26])=O)[CH:9]=2)=[CH:4][CH:3]=1.CN(C(ON1N=NC2C=CC=NC1=2)=[N+](C)C)C.F[P-](F)(F)(F)(F)F.C(N(CC)CC)C.OC(C(F)(F)F)=O.[O:65]=[S:66]1(=[O:73])[C:69]2([CH2:72][NH:71][CH2:70]2)[CH2:68][CH2:67]1. (7) The reactants are: C([O:4][C@H:5]([C@H:8]([C@@H:10]([CH2:12][OH:13])[OH:11])[OH:9])[CH2:6][OH:7])C=C. Given the product [CH2:6]([OH:7])[C@@H:5]([C@H:8]([C@@H:10]([CH2:12][OH:13])[OH:11])[OH:9])[OH:4], predict the reactants needed to synthesize it.